Dataset: Forward reaction prediction with 1.9M reactions from USPTO patents (1976-2016). Task: Predict the product of the given reaction. (1) Given the reactants [Si:1]([O:8][CH2:9][CH2:10][O:11][C:12]1[CH:17]=[CH:16][C:15](Br)=[CH:14][CH:13]=1)([C:4]([CH3:7])([CH3:6])[CH3:5])([CH3:3])[CH3:2].[Li]CCCC.[CH3:24][O:25][C:26]([C:28]1[CH2:29][N:30]([C:42]([O:44][C:45]([CH3:48])([CH3:47])[CH3:46])=[O:43])[CH2:31][CH2:32][C:33]=1OS(C(F)(F)F)(=O)=O)=[O:27].[NH4+].[Cl-], predict the reaction product. The product is: [CH3:24][O:25][C:26]([C:28]1[CH2:29][N:30]([C:42]([O:44][C:45]([CH3:48])([CH3:47])[CH3:46])=[O:43])[CH2:31][CH2:32][C:33]=1[C:15]1[CH:16]=[CH:17][C:12]([O:11][CH2:10][CH2:9][O:8][Si:1]([C:4]([CH3:7])([CH3:6])[CH3:5])([CH3:3])[CH3:2])=[CH:13][CH:14]=1)=[O:27]. (2) Given the reactants Br[C:2]1[CH:3]=[C:4]2[C:9](=[CH:10][CH:11]=1)[N:8]=[CH:7][C:6]([C:12]1[CH:17]=[CH:16][CH:15]=[CH:14][CH:13]=1)=[CH:5]2.C([O-])(=O)C.[K+].[B:23]1(B2OCC(C)(C)CO2)[O:28]CC(C)(C)C[O:24]1, predict the reaction product. The product is: [C:12]1([C:6]2[CH:7]=[N:8][C:9]3[C:4]([CH:5]=2)=[CH:3][C:2]([B:23]([OH:28])[OH:24])=[CH:11][CH:10]=3)[CH:17]=[CH:16][CH:15]=[CH:14][CH:13]=1. (3) Given the reactants [CH3:1][CH:2]1[CH2:7][CH2:6][CH2:5][CH2:4][CH:3]1[NH2:8].[F:9][C:10]1[C:18]([F:19])=[C:17]([F:20])[C:16]([F:21])=[C:15]([F:22])[C:11]=1[C:12](Cl)=[O:13], predict the reaction product. The product is: [CH3:1][CH:2]1[CH2:7][CH2:6][CH2:5][CH2:4][CH:3]1[NH:8][C:12](=[O:13])[C:11]1[C:15]([F:22])=[C:16]([F:21])[C:17]([F:20])=[C:18]([F:19])[C:10]=1[F:9]. (4) Given the reactants [NH2:1][C:2]1[C:11]2[N:12]=[C:13]([CH2:20][CH3:21])[N:14]([CH2:15][C:16]([CH3:19])([OH:18])[CH3:17])[C:10]=2[C:9]2[N:8]=[CH:7][C:6](Br)=[CH:5][C:4]=2[N:3]=1.[N:23]1[C:32]2[C:27](=[CH:28][CH:29]=[CH:30][CH:31]=2)[CH:26]=[C:25](B(O)O)[CH:24]=1.C(=O)([O-])[O-].[Na+].[Na+].O, predict the reaction product. The product is: [NH2:1][C:2]1[C:11]2[N:12]=[C:13]([CH2:20][CH3:21])[N:14]([CH2:15][C:16]([CH3:19])([OH:18])[CH3:17])[C:10]=2[C:9]2[N:8]=[CH:7][C:6]([C:25]3[CH:24]=[N:23][C:32]4[C:27]([CH:26]=3)=[CH:28][CH:29]=[CH:30][CH:31]=4)=[CH:5][C:4]=2[N:3]=1. (5) The product is: [CH2:13]([C:17]1[N:22]2[N:23]=[C:24]([CH3:26])[N:25]=[C:21]2[N:20]([C@H:27]2[CH2:32][CH2:31][C@H:30]([O:33][CH:34]([CH3:39])[C:35]([OH:38])([CH3:37])[CH3:36])[CH2:29][CH2:28]2)[C:19](=[O:40])[C:18]=1[CH2:41][C:42]1[CH:47]=[CH:46][C:45]([C:48]2[CH:53]=[CH:52][CH:51]=[CH:50][C:49]=2[C:54]2[NH:3][C:4](=[O:7])[O:5][N:55]=2)=[CH:44][CH:43]=1)[CH2:14][CH2:15][CH3:16]. Given the reactants [Cl-].O[NH3+:3].[C:4](=[O:7])([O-])[OH:5].[Na+].CS(C)=O.[CH2:13]([C:17]1[N:22]2[N:23]=[C:24]([CH3:26])[N:25]=[C:21]2[N:20]([C@H:27]2[CH2:32][CH2:31][C@H:30]([O:33][CH:34]([CH3:39])[C:35]([OH:38])([CH3:37])[CH3:36])[CH2:29][CH2:28]2)[C:19](=[O:40])[C:18]=1[CH2:41][C:42]1[CH:47]=[CH:46][C:45]([C:48]2[C:49]([C:54]#[N:55])=[CH:50][CH:51]=[CH:52][CH:53]=2)=[CH:44][CH:43]=1)[CH2:14][CH2:15][CH3:16], predict the reaction product. (6) Given the reactants [Cl:1][C:2]1[C:3]([F:12])=[CH:4][C:5]([OH:11])=[C:6]([C:8](=[O:10])[CH3:9])[CH:7]=1.[I:13]N1C(=O)CCC1=O.O, predict the reaction product. The product is: [Cl:1][C:2]1[C:3]([F:12])=[C:4]([I:13])[C:5]([OH:11])=[C:6]([C:8](=[O:10])[CH3:9])[CH:7]=1. (7) Given the reactants Cl.COC(C1CC2NC(CCC2)C1)=O.C(N(CC)CC)C.FC(F)(F)C1C(O[C@H]2CC[C@@H](C(F)(F)F)CC2)=CC=C2C=1C=CC(C=O)=C2.C(O[BH-](OC(=O)C)OC(=O)C)(=O)C.[Na+].[F:63][C:64]([F:101])([F:100])[C:65]1[C:74]([O:75][C@H:76]2[CH2:81][CH2:80][C@@H:79]([C:82]([F:85])([F:84])[F:83])[CH2:78][CH2:77]2)=[CH:73][CH:72]=[C:71]2[C:66]=1[CH:67]=[CH:68][C:69]([CH2:86][N:87]1[CH:92]3[CH2:93][CH2:94][CH2:95][CH:88]1[CH2:89][CH:90]([C:96]([O:98]C)=[O:97])[CH2:91]3)=[CH:70]2.[OH-].[Li+].O.Cl, predict the reaction product. The product is: [F:101][C:64]([F:63])([F:100])[C:65]1[C:74]([O:75][C@H:76]2[CH2:77][CH2:78][C@@H:79]([C:82]([F:84])([F:85])[F:83])[CH2:80][CH2:81]2)=[CH:73][CH:72]=[C:71]2[C:66]=1[CH:67]=[CH:68][C:69]([CH2:86][N:87]1[CH:92]3[CH2:93][CH2:94][CH2:95][CH:88]1[CH2:89][CH:90]([C:96]([OH:98])=[O:97])[CH2:91]3)=[CH:70]2. (8) Given the reactants [Br:1]Br.[O:3]=[C:4]1[CH2:9][CH2:8][CH:7]([C:10]([O:12][CH2:13][CH3:14])=[O:11])[CH2:6][CH2:5]1.OS([O-])=O.[Na+], predict the reaction product. The product is: [CH2:13]([O:12][C:10]([CH:7]1[CH2:8][CH2:9][C:4](=[O:3])[CH:5]([Br:1])[CH2:6]1)=[O:11])[CH3:14]. (9) Given the reactants [CH:1]([C:4]1[C:8]([CH2:9][CH2:10][CH2:11][OH:12])=[CH:7][N:6]([C:13]2[CH:18]=[CH:17][C:16]([C:19]([F:22])([F:21])[F:20])=[CH:15][N:14]=2)[N:5]=1)([CH3:3])[CH3:2].O[C:24]1[CH:29]=[C:28]([O:30][CH3:31])[CH:27]=[CH:26][C:25]=1[CH2:32][C:33]([O:35]C)=[O:34].C(P(CCCC)CCCC)CCC.N(C(N1CCCCC1)=O)=NC(N1CCCCC1)=O, predict the reaction product. The product is: [CH:1]([C:4]1[C:8]([CH2:9][CH2:10][CH2:11][O:12][C:26]2[CH:27]=[C:28]([O:30][CH3:31])[CH:29]=[CH:24][C:25]=2[CH2:32][C:33]([OH:35])=[O:34])=[CH:7][N:6]([C:13]2[CH:18]=[CH:17][C:16]([C:19]([F:21])([F:20])[F:22])=[CH:15][N:14]=2)[N:5]=1)([CH3:3])[CH3:2].